Binary Classification. Given a drug SMILES string, predict its activity (active/inactive) in a high-throughput screening assay against a specified biological target. From a dataset of HIV replication inhibition screening data with 41,000+ compounds from the AIDS Antiviral Screen. (1) The molecule is Cn1c(=O)c2nc(O)c(O)nc2n(C)c1=O. The result is 0 (inactive). (2) The drug is O=c1cc(-c2ccccc2)oc2c(-c3cc(Cl)cc4c(=O)cc(-c5ccccc5)oc34)cc(Cl)cc12. The result is 0 (inactive). (3) The molecule is CC(=O)OC1CC2C(CCC3(C)C(OC(C)=O)CCC23)c2c(OS(=O)(=O)c3ccccc3)ccc(C)c21. The result is 0 (inactive). (4) The drug is CCOC(=O)C(C#N)=Cc1ccc(F)cc1. The result is 0 (inactive). (5) The drug is O=S1(=O)OC(c2cc(Cl)c(O)c(Br)c2)(c2cc(Cl)c(O)c(Br)c2)c2ccccc21. The result is 1 (active).